From a dataset of Full USPTO retrosynthesis dataset with 1.9M reactions from patents (1976-2016). Predict the reactants needed to synthesize the given product. (1) Given the product [CH2:1]([O:4][C:5]1[CH:10]=[CH:9][C:8]([C:11]2[N:12]=[C:13]([NH:16][C:38]([C:35]3[N:36]=[CH:37][C:32]([N:29]4[CH2:30][CH2:31][CH:26]([C:24]([O:23][CH2:21][CH3:22])=[O:25])[CH2:27][CH2:28]4)=[N:33][CH:34]=3)=[O:39])[S:14][CH:15]=2)=[CH:7][C:6]=1[C:17]([F:19])([F:20])[F:18])[CH2:2][CH3:3], predict the reactants needed to synthesize it. The reactants are: [CH2:1]([O:4][C:5]1[CH:10]=[CH:9][C:8]([C:11]2[N:12]=[C:13]([NH2:16])[S:14][CH:15]=2)=[CH:7][C:6]=1[C:17]([F:20])([F:19])[F:18])[CH2:2][CH3:3].[CH2:21]([O:23][C:24]([CH:26]1[CH2:31][CH2:30][N:29]([C:32]2[N:33]=[CH:34][C:35]([C:38](O)=[O:39])=[N:36][CH:37]=2)[CH2:28][CH2:27]1)=[O:25])[CH3:22].P(Cl)(Cl)(Cl)=O.C(O)(=O)CC(CC(O)=O)(C(O)=O)O. (2) Given the product [Cl:1][C:2]1[CH:3]=[CH:4][C:5]([O:24][CH3:27])=[C:6]([C:8]2[C:17]([CH2:18][OH:19])=[C:16]3[C:11]([NH:12][C:13]([CH3:22])([CH3:23])[C:14](=[O:21])[N:15]3[CH3:20])=[CH:10][CH:9]=2)[CH:7]=1, predict the reactants needed to synthesize it. The reactants are: [Cl:1][C:2]1[CH:3]=[CH:4][C:5]([OH:24])=[C:6]([C:8]2[C:17]([CH2:18][OH:19])=[C:16]3[C:11]([NH:12][C:13]([CH3:23])([CH3:22])[C:14](=[O:21])[N:15]3[CH3:20])=[CH:10][CH:9]=2)[CH:7]=1.CI.[C:27](=O)([O-])[O-].[K+].[K+].C(OCC)(=O)C. (3) Given the product [C:1]([O:5][C:6]([N:8]1[CH2:13][CH2:12][CH2:11][CH:10]([C:14]#[C:15][C:17]2[CH:22]=[CH:21][C:20]([F:23])=[CH:19][CH:18]=2)[CH2:9]1)=[O:7])([CH3:4])([CH3:3])[CH3:2], predict the reactants needed to synthesize it. The reactants are: [C:1]([O:5][C:6]([N:8]1[CH2:13][CH2:12][CH2:11][CH:10]([C:14]#[CH:15])[CH2:9]1)=[O:7])([CH3:4])([CH3:3])[CH3:2].I[C:17]1[CH:22]=[CH:21][C:20]([F:23])=[CH:19][CH:18]=1. (4) Given the product [NH:28]1[CH:27]=[C:26]([C:22]2[N:21]=[C:20]3[CH:19]=[CH:18][N:17]([CH2:16][CH:13]4[CH2:14][CH2:15][N:10]([C:8](=[O:9])[CH2:7][C:1]5[CH:2]=[CH:3][CH:4]=[CH:5][CH:6]=5)[CH2:11][CH2:12]4)[C:25]3=[CH:24][CH:23]=2)[CH:30]=[N:29]1, predict the reactants needed to synthesize it. The reactants are: [C:1]1([CH2:7][C:8]([N:10]2[CH2:15][CH2:14][CH:13]([CH2:16][N:17]3[C:25]4[C:20](=[N:21][C:22]([C:26]5[CH:27]=[N:28][N:29](C6CCCCO6)[CH:30]=5)=[CH:23][CH:24]=4)[CH:19]=[CH:18]3)[CH2:12][CH2:11]2)=[O:9])[CH:6]=[CH:5][CH:4]=[CH:3][CH:2]=1.C1(C)C=CC(S(O)(=O)=O)=CC=1.CO.ClCCl. (5) The reactants are: [Br:1][C:2]1[C:3]([NH2:14])=[CH:4][C:5]([N:8]2[CH2:13][CH2:12][O:11][CH2:10][CH2:9]2)=[N:6][CH:7]=1.[H-].[Na+].Cl[C:18]1[C:27]2[C:22](=[CH:23][C:24]([F:29])=[CH:25][C:26]=2[F:28])[N:21]=[C:20]([C:30]2[CH:35]=[CH:34][CH:33]=[CH:32][N:31]=2)[C:19]=1[CH3:36].C(=O)([O-])[O-].[Na+].[Na+]. Given the product [Br:1][C:2]1[C:3]([NH:14][C:18]2[C:27]3[C:22](=[CH:23][C:24]([F:29])=[CH:25][C:26]=3[F:28])[N:21]=[C:20]([C:30]3[CH:35]=[CH:34][CH:33]=[CH:32][N:31]=3)[C:19]=2[CH3:36])=[CH:4][C:5]([N:8]2[CH2:9][CH2:10][O:11][CH2:12][CH2:13]2)=[N:6][CH:7]=1, predict the reactants needed to synthesize it. (6) Given the product [CH3:36][N:39]([CH3:52])[CH2:40][CH:16]1[CH2:15][C:14]2[C:8](=[CH:7][C:6]([N:1]3[CH2:2][C:3]4[C:4](=[CH:21][CH:20]=[C:19]([O:18][C:25]5[CH:35]=[CH:34][CH:33]=[CH:27][CH:26]=5)[CH:24]=4)[CH2:5]3)=[CH:11][CH:13]=2)[O:9][CH2:10]1, predict the reactants needed to synthesize it. The reactants are: [N:1]1([CH2:6][CH:7]2O[C:11]3[CH:13]=[CH:14][C:15](N)=[CH:16][C:10]=3[O:9][CH2:8]2)[CH2:5][CH2:4][CH2:3][CH2:2]1.[O:18]([C:25]1[CH:35]=[CH:34][CH:33]=[C:27]2C(OC(=O)[C:26]=12)=O)[C:19]1[CH:24]=CC=[CH:21][CH:20]=1.[CH:36]([N:39]([CH:52](C)C)[CH2:40]COC1C=CC(N)=CC=1OC)(C)C. (7) Given the product [Cl:1][C:2]1[CH:7]=[CH:6][CH:5]=[CH:4][C:3]=1[N:8]1[C:12](=[O:13])[NH:11][N:10]=[C:9]1[C:14]1[S:31][C:17]2[C:18]3[CH:26]=[CH:25][C:24]([C:27]([OH:29])=[O:28])=[CH:23][C:19]=3[O:20][CH2:21][CH2:22][C:16]=2[CH:15]=1, predict the reactants needed to synthesize it. The reactants are: [Cl:1][C:2]1[CH:7]=[CH:6][CH:5]=[CH:4][C:3]=1[N:8]1[C:12](=[O:13])[NH:11][N:10]=[C:9]1[C:14]1[S:31][C:17]2[C:18]3[CH:26]=[CH:25][C:24]([C:27]([O:29]C)=[O:28])=[CH:23][C:19]=3[O:20][CH2:21][CH2:22][C:16]=2[CH:15]=1.O.[Li+].[OH-]. (8) Given the product [CH2:13]([S:16][CH2:3][CH2:4][CH2:5][S:6]([OH:9])(=[O:8])=[O:7])[CH2:14][S:15][CH2:3][CH2:4][CH2:5][S:6]([OH:9])(=[O:8])=[O:7], predict the reactants needed to synthesize it. The reactants are: [Na+].Br[CH2:3][CH2:4][CH2:5][S:6]([O-:9])(=[O:8])=[O:7].C[O-].[Na+].[CH2:13]([SH:16])[CH2:14][SH:15].Cl. (9) Given the product [CH3:1][O:2][C:3]([C:5]1[C:6]([S:21]([CH3:24])(=[O:22])=[O:23])=[CH:7][C:8]2[N:12]3[CH2:13][CH2:14][N:15]([C:26]4[N:31]=[C:30]([C:32]([F:33])([F:34])[F:35])[C:29]([C:36]([OH:39])([CH3:37])[CH3:38])=[CH:28][N:27]=4)[C@H:16]([CH:17]([CH3:19])[CH3:18])[C:11]3=[N:10][C:9]=2[CH:20]=1)=[O:4], predict the reactants needed to synthesize it. The reactants are: [CH3:1][O:2][C:3]([C:5]1[C:6]([S:21]([CH3:24])(=[O:23])=[O:22])=[CH:7][C:8]2[N:12]3[CH2:13][CH2:14][NH:15][C@H:16]([CH:17]([CH3:19])[CH3:18])[C:11]3=[N:10][C:9]=2[CH:20]=1)=[O:4].Cl[C:26]1[N:31]=[C:30]([C:32]([F:35])([F:34])[F:33])[C:29]([C:36]([OH:39])([CH3:38])[CH3:37])=[CH:28][N:27]=1.CCN(C(C)C)C(C)C.